From a dataset of Full USPTO retrosynthesis dataset with 1.9M reactions from patents (1976-2016). Predict the reactants needed to synthesize the given product. (1) Given the product [Cl:3][C:4]1[CH:9]=[C:8]([O:25][C:14]2[CH:13]=[C:12]([CH3:11])[C:17]([CH3:18])=[N:16][C:15]=2[C:19]2[CH:24]=[CH:23][CH:22]=[CH:21][N:20]=2)[CH:7]=[CH:6][N:5]=1, predict the reactants needed to synthesize it. The reactants are: [H-].[Na+].[Cl:3][C:4]1[CH:9]=[C:8](Cl)[CH:7]=[CH:6][N:5]=1.[CH3:11][C:12]1[CH:13]=[C:14]([OH:25])[C:15]([C:19]2[CH:24]=[CH:23][CH:22]=[CH:21][N:20]=2)=[N:16][C:17]=1[CH3:18]. (2) Given the product [CH2:20]([C:17]1[CH:18]=[CH:19][C:14]([S:13][CH2:12][C@@H:11]([NH:27][C:28](=[O:41])[CH2:29][CH2:30][CH2:31][CH2:32][CH2:33][CH2:34][C:35]2[CH:40]=[CH:39][CH:38]=[CH:37][CH:36]=2)[CH2:10][CH2:9][C:8]([OH:42])=[O:7])=[CH:15][CH:16]=1)[C:21]1[CH:22]=[CH:23][CH:24]=[CH:25][CH:26]=1, predict the reactants needed to synthesize it. The reactants are: C1([O:7][C:8](=[O:42])[CH2:9][CH2:10][C@H:11]([NH:27][C:28](=[O:41])[CH2:29][CH2:30][CH2:31][CH2:32][CH2:33][CH2:34][C:35]2[CH:40]=[CH:39][CH:38]=[CH:37][CH:36]=2)[CH2:12][S:13][C:14]2[CH:19]=[CH:18][C:17]([CH2:20][C:21]3[CH:26]=[CH:25][CH:24]=[CH:23][CH:22]=3)=[CH:16][CH:15]=2)CCCCC1.[OH-].[K+].CC#N. (3) Given the product [NH2:8][C:7]1[C:2]([CH3:1])=[C:3]([CH2:11][C:12]([O:14][CH3:15])=[O:13])[CH:4]=[CH:5][CH:6]=1, predict the reactants needed to synthesize it. The reactants are: [CH3:1][C:2]1[C:7]([N+:8]([O-])=O)=[CH:6][CH:5]=[CH:4][C:3]=1[CH2:11][C:12]([O:14][CH3:15])=[O:13].[H][H]. (4) Given the product [CH:1]1([CH2:4][C:5]([O:10][C:11]2[CH:33]=[CH:32][C:14]3[C:15]4[N:19]([CH2:20][CH2:21][O:22][C:13]=3[CH:12]=2)[CH:18]=[C:17]([C:23]2[N:24]([CH:29]([CH3:31])[CH3:30])[N:25]=[C:26]([CH3:28])[N:27]=2)[N:16]=4)([CH2:6][O:7][S:42]([CH3:41])(=[O:44])=[O:43])[CH2:8][O:9][S:42]([CH3:41])(=[O:44])=[O:43])[CH2:3][CH2:2]1, predict the reactants needed to synthesize it. The reactants are: [CH:1]1([CH2:4][C:5]([O:10][C:11]2[CH:33]=[CH:32][C:14]3[C:15]4[N:19]([CH2:20][CH2:21][O:22][C:13]=3[CH:12]=2)[CH:18]=[C:17]([C:23]2[N:24]([CH:29]([CH3:31])[CH3:30])[N:25]=[C:26]([CH3:28])[N:27]=2)[N:16]=4)([CH2:8][OH:9])[CH2:6][OH:7])[CH2:3][CH2:2]1.CCN(CC)CC.[CH3:41][S:42](Cl)(=[O:44])=[O:43]. (5) Given the product [ClH:44].[CH3:7][O:8][C:9]1[CH:18]=[C:17]2[C:12]([C:13]([C:40]([NH:42][CH3:43])=[O:41])=[CH:14][C:15](=[O:39])[N:16]2[CH2:19][CH2:20][N:21]2[CH2:22][CH2:23][CH:24]([NH:27][CH2:28][C:29]3[CH:38]=[CH:37][C:36]4[C:31](=[CH:32][CH:33]=[CH:34][CH:35]=4)[CH:30]=3)[CH2:25][CH2:26]2)=[CH:11][CH:10]=1, predict the reactants needed to synthesize it. The reactants are: C(OCC)(=O)C.[CH3:7][O:8][C:9]1[CH:18]=[C:17]2[C:12]([C:13]([C:40]([NH:42][CH3:43])=[O:41])=[CH:14][C:15](=[O:39])[N:16]2[CH2:19][CH2:20][N:21]2[CH2:26][CH2:25][CH:24]([NH:27][CH2:28][C:29]3[CH:38]=[CH:37][C:36]4[C:31](=[CH:32][CH:33]=[CH:34][CH:35]=4)[CH:30]=3)[CH2:23][CH2:22]2)=[CH:11][CH:10]=1.[ClH:44].C(OCC)(=O)C. (6) Given the product [C:1]([C:5]1[S:9][C:8]([CH:10]2[CH2:15][CH:14]([C:16]([OH:18])=[O:17])[CH2:13][CH2:12][N:11]2[C:20]([O:22][CH3:23])=[O:21])=[CH:7][CH:6]=1)([CH3:4])([CH3:2])[CH3:3], predict the reactants needed to synthesize it. The reactants are: [C:1]([C:5]1[S:9][C:8]([CH:10]2[CH2:15][CH:14]([C:16]([O:18]C)=[O:17])[CH2:13][CH2:12][N:11]2[C:20]([O:22][CH3:23])=[O:21])=[CH:7][CH:6]=1)([CH3:4])([CH3:3])[CH3:2].O.[Br-].[Li+].CC(OC)(C)C. (7) Given the product [CH3:35][O:44][C:43](=[O:45])[CH2:42][CH2:17][CH2:16][CH2:15][CH2:14][CH2:13][CH2:12][CH2:11][CH2:10][CH2:9][CH2:8][CH2:7][CH2:6][CH2:5][CH2:4][O:19][C:20]1[CH:21]=[CH:22][C:23]([C:26]2[CH:27]=[CH:28][C:29]([C:32]3[NH:33][N:48]=[N:47][N:46]=3)=[CH:30][CH:31]=2)=[CH:24][CH:25]=1, predict the reactants needed to synthesize it. The reactants are: COC(=O)[CH:4]([O:19][C:20]1[CH:25]=[CH:24][C:23]([C:26]2[CH:31]=[CH:30][C:29]([C:32]#[N:33])=[CH:28][CH:27]=2)=[CH:22][CH:21]=1)[CH2:5][CH2:6][CH2:7][CH2:8][CH2:9][CH2:10][CH2:11][CH2:12][CH2:13][CH2:14][CH2:15][CH2:16][CH2:17]C.[CH3:35]CN(CC)CC.[CH3:42][C:43]([OH:45])=[O:44].[N-:46]=[N+:47]=[N-:48].[Na+].Cl. (8) Given the product [Cl:14][C:15]1[CH:16]=[CH:17][C:18]([CH:23]([CH3:25])[CH3:24])=[C:19]([CH:20]=1)[CH2:21][NH:22][C:8]([C:7]1[C:3]([CH:2]([F:13])[F:1])=[N:4][N:5]([CH3:12])[C:6]=1[F:11])=[O:9], predict the reactants needed to synthesize it. The reactants are: [F:1][CH:2]([F:13])[C:3]1[C:7]([C:8](Cl)=[O:9])=[C:6]([F:11])[N:5]([CH3:12])[N:4]=1.[Cl:14][C:15]1[CH:16]=[CH:17][C:18]([CH:23]([CH3:25])[CH3:24])=[C:19]([CH2:21][NH2:22])[CH:20]=1.C(N(CC)CC)C.O.